This data is from Forward reaction prediction with 1.9M reactions from USPTO patents (1976-2016). The task is: Predict the product of the given reaction. The product is: [Cl:38][C:39]1[CH:40]=[C:41]([C:46]2([CH2:52][CH2:53][C:54]3[O:37][N:36]=[C:34]([C:31]4[CH:32]=[CH:33][C:28]([C:17]5([OH:16])[CH2:20][N:19]([C:21]([O:23][C:24]([CH3:27])([CH3:26])[CH3:25])=[O:22])[CH2:18]5)=[CH:29][CH:30]=4)[N:35]=3)[CH2:51][CH2:50][CH2:49][CH2:48][CH2:47]2)[CH:42]=[C:43]([Cl:45])[CH:44]=1. Given the reactants C1N(P(Cl)(N2C(=O)OCC2)=O)C(=O)OC1.[OH:16][C:17]1([C:28]2[CH:33]=[CH:32][C:31]([C:34](=[N:36][OH:37])[NH2:35])=[CH:30][CH:29]=2)[CH2:20][N:19]([C:21]([O:23][C:24]([CH3:27])([CH3:26])[CH3:25])=[O:22])[CH2:18]1.[Cl:38][C:39]1[CH:40]=[C:41]([C:46]2([CH2:52][CH2:53][C:54](O)=O)[CH2:51][CH2:50][CH2:49][CH2:48][CH2:47]2)[CH:42]=[C:43]([Cl:45])[CH:44]=1.C(N(C(C)C)CC)(C)C.[F-].C([N+](CCCC)(CCCC)CCCC)CCC.C1COCC1, predict the reaction product.